This data is from Reaction yield outcomes from USPTO patents with 853,638 reactions. The task is: Predict the reaction yield, written as a fraction of the theoretical maximum amount of product (1.0 means a 100% yield; for example, 0.34 means a 34% yield). (1) The reactants are [CH:1]([O:4][C:5]1[NH:9][N:8]=[C:7]([NH2:10])[CH:6]=1)([CH3:3])[CH3:2].[Cl:11][C:12]1[N:19]=[C:18](Cl)[C:17]([F:21])=[CH:16][C:13]=1[C:14]#[N:15].C(N(CC)CC)C. The catalyst is C1COCC1. The product is [Cl:11][C:12]1[N:19]=[C:18]([NH:10][C:7]2[CH:6]=[C:5]([O:4][CH:1]([CH3:3])[CH3:2])[NH:9][N:8]=2)[C:17]([F:21])=[CH:16][C:13]=1[C:14]#[N:15]. The yield is 0.500. (2) The reactants are Cl.[C:2]12([CH2:12][CH2:13][NH:14][CH2:15][CH2:16][CH2:17][CH2:18][CH3:19])[CH2:11][CH:6]3[CH2:7][CH:8]([CH2:10][CH:4]([CH2:5]3)[CH2:3]1)[CH2:9]2.[C:20](Cl)(=[O:27])[CH2:21][O:22][CH2:23][C:24](Cl)=[O:25].C(N(CC)CC)C.[CH3:36][OH:37]. The catalyst is ClCCl. The product is [C:2]12([CH2:12][CH2:13][N:14]([CH2:15][CH2:16][CH2:17][CH2:18][CH3:19])[C:20](=[O:27])[CH2:21][O:22][CH2:23][C:24]([O:37][CH3:36])=[O:25])[CH2:9][CH:8]3[CH2:7][CH:6]([CH2:5][CH:4]([CH2:10]3)[CH2:3]1)[CH2:11]2. The yield is 0.600. (3) The reactants are [Cl:1]N1C(=O)CCC1=O.[C:9]([O:13][C:14](=[O:26])[NH:15][C:16]1[CH:21]=[CH:20][CH:19]=[C:18]([CH2:22][CH2:23][CH:24]=[O:25])[CH:17]=1)([CH3:12])([CH3:11])[CH3:10].N1CCC[C@@H]1C(O)=O. The catalyst is C(Cl)Cl. The product is [C:9]([O:13][C:14](=[O:26])[NH:15][C:16]1[CH:21]=[CH:20][CH:19]=[C:18]([CH2:22][CH:23]([Cl:1])[CH:24]=[O:25])[CH:17]=1)([CH3:12])([CH3:10])[CH3:11]. The yield is 0.880. (4) The reactants are [NH2:1][C:2]1[C:3]([OH:11])=[C:4]([CH:8]=[CH:9][CH:10]=1)[C:5]([OH:7])=O.CCN=C=NCCCN(C)C.OC1C2N=NNC=2C=CC=1.[F:33][C:34]([F:50])([F:49])[C:35]1[CH:40]=[CH:39][C:38]([CH2:41][NH2:42])=[C:37]([N:43]2[CH2:48][CH2:47][CH2:46][CH2:45][CH2:44]2)[CH:36]=1. The catalyst is CN(C=O)C. The product is [F:49][C:34]([F:33])([F:50])[C:35]1[CH:40]=[CH:39][C:38]([CH2:41][NH:42][C:5](=[O:7])[C:4]2[CH:8]=[CH:9][CH:10]=[C:2]([NH2:1])[C:3]=2[OH:11])=[C:37]([N:43]2[CH2:48][CH2:47][CH2:46][CH2:45][CH2:44]2)[CH:36]=1. The yield is 0.510. (5) The reactants are [F:1][C:2]([F:16])([F:15])[CH2:3][CH:4]([CH2:10][C:11]([F:14])([F:13])[F:12])[CH:5]([C:7]([OH:9])=[O:8])[NH2:6].[OH-].[Na+].[Cl:19][C:20]1[S:24][C:23]([S:25](Cl)(=[O:27])=[O:26])=[CH:22][CH:21]=1. The catalyst is O.C1COCC1.CCOC(C)=O. The product is [Cl:19][C:20]1[S:24][C:23]([S:25]([NH:6][CH:5]([C:7]([OH:9])=[O:8])[CH:4]([CH2:10][C:11]([F:12])([F:13])[F:14])[CH2:3][C:2]([F:15])([F:16])[F:1])(=[O:27])=[O:26])=[CH:22][CH:21]=1. The yield is 0.863.